Dataset: Full USPTO retrosynthesis dataset with 1.9M reactions from patents (1976-2016). Task: Predict the reactants needed to synthesize the given product. Given the product [F:18][C:12]([F:19])([C:11]([F:20])([F:21])[C:10]([F:9])([F:22])[F:23])[C:13](=[O:14])[CH2:2][C:1]([C:4]1[S:5][CH:6]=[CH:7][CH:8]=1)=[O:3], predict the reactants needed to synthesize it. The reactants are: [C:1]([C:4]1[S:5][CH:6]=[CH:7][CH:8]=1)(=[O:3])[CH3:2].[F:9][C:10]([F:23])([F:22])[C:11]([F:21])([F:20])[C:12]([F:19])([F:18])[C:13](OCC)=[O:14].